Dataset: Peptide-MHC class II binding affinity with 134,281 pairs from IEDB. Task: Regression. Given a peptide amino acid sequence and an MHC pseudo amino acid sequence, predict their binding affinity value. This is MHC class II binding data. (1) The peptide sequence is FLQRSVSTVCSRISR. The MHC is HLA-DQA10501-DQB10303 with pseudo-sequence HLA-DQA10501-DQB10303. The binding affinity (normalized) is 0.542. (2) The peptide sequence is INAGFKAALAAAAGVPPADKY. The MHC is DRB1_0101 with pseudo-sequence DRB1_0101. The binding affinity (normalized) is 0.998. (3) The peptide sequence is DWQQVPFCSHHFHELIM. The MHC is DRB1_0101 with pseudo-sequence DRB1_0101. The binding affinity (normalized) is 0.386.